Task: Regression/Classification. Given a drug SMILES string, predict its absorption, distribution, metabolism, or excretion properties. Task type varies by dataset: regression for continuous measurements (e.g., permeability, clearance, half-life) or binary classification for categorical outcomes (e.g., BBB penetration, CYP inhibition). Dataset: b3db_classification.. Dataset: Blood-brain barrier permeability classification from the B3DB database (1) The drug is CC(=O)c1ccc([C@@H](O)[C@@H](CO)NC(=O)C(Cl)Cl)cc1. The result is 1 (penetrates BBB). (2) The molecule is OC(CNCC(O)C1CCc2cc(F)ccc2O1)C1CCc2cc(F)ccc2O1. The result is 1 (penetrates BBB). (3) The drug is Clc1ccc(CSC(Cn2ccnc2)c2ccc(Cl)cc2Cl)cc1. The result is 0 (does not penetrate BBB). (4) The result is 0 (does not penetrate BBB). The drug is NCC1OC(OC2C(CO)OC(OC3C(O)C(N)CC(N)C3OC3OC(CN)C(O)C(O)C3N)C2O)C(N)C(O)C1O.